From a dataset of Full USPTO retrosynthesis dataset with 1.9M reactions from patents (1976-2016). Predict the reactants needed to synthesize the given product. (1) Given the product [Br:8][C:6]1[CH:5]=[CH:4][N:3]=[C:2]([NH:14][S:11]([N:10]([CH3:15])[CH3:9])(=[O:13])=[O:12])[N:7]=1, predict the reactants needed to synthesize it. The reactants are: Br[C:2]1[N:7]=[C:6]([Br:8])[CH:5]=[CH:4][N:3]=1.[CH3:9][N:10]([CH3:15])[S:11]([NH2:14])(=[O:13])=[O:12].C(=O)([O-])[O-].[Cs+].[Cs+].CC1(C)C2C(=C(P(C3C=CC=CC=3)C3C=CC=CC=3)C=CC=2)OC2C(P(C3C=CC=CC=3)C3C=CC=CC=3)=CC=CC1=2. (2) Given the product [CH:18]1([C:21]2[CH:22]=[C:23]([CH3:33])[C:24]([N:27]3[CH2:28][CH2:29][N:30]([C:13]([C:12]4[CH:11]=[CH:10][C:9]([CH2:8][N:3]5[C@H:2]([CH3:1])[CH2:6][O:5][C:4]5=[O:7])=[CH:17][CH:16]=4)=[O:15])[CH2:31][CH2:32]3)=[N:25][CH:26]=2)[CH2:20][CH2:19]1, predict the reactants needed to synthesize it. The reactants are: [CH3:1][C@@H:2]1[CH2:6][O:5][C:4](=[O:7])[N:3]1[CH2:8][C:9]1[CH:17]=[CH:16][C:12]([C:13]([OH:15])=O)=[CH:11][CH:10]=1.[CH:18]1([C:21]2[CH:22]=[C:23]([CH3:33])[C:24]([N:27]3[CH2:32][CH2:31][NH:30][CH2:29][CH2:28]3)=[N:25][CH:26]=2)[CH2:20][CH2:19]1. (3) The reactants are: [F:1][C:2]1[CH:3]=[C:4]([CH:16]=[CH:17][C:18]=1[F:19])[O:5][C:6]1[C:11]([F:12])=[CH:10][C:9]([CH2:13][OH:14])=[CH:8][C:7]=1[F:15].Cl[C:21]1[CH:22]=[C:23]2[N:30]([CH3:31])[C@@H:29]([CH3:32])[CH2:28][N:24]2[C:25](=[O:27])[N:26]=1. Given the product [F:1][C:2]1[CH:3]=[C:4]([CH:16]=[CH:17][C:18]=1[F:19])[O:5][C:6]1[C:7]([F:15])=[CH:8][C:9]([CH2:13][O:14][C:21]2[CH:22]=[C:23]3[N:30]([CH3:31])[C@@H:29]([CH3:32])[CH2:28][N:24]3[C:25](=[O:27])[N:26]=2)=[CH:10][C:11]=1[F:12], predict the reactants needed to synthesize it. (4) Given the product [Cl:12][C:10]1[CH:11]=[C:2]([NH:1][CH2:31][C:28]2[N:27]=[CH:26][N:25]([CH3:24])[C:29]=2[CH3:30])[CH:3]=[C:4]2[C:9]=1[N:8]=[CH:7][C:6]([C:13]#[N:14])=[C:5]2[NH:15][C:16]1[CH:21]=[CH:20][C:19]([F:22])=[C:18]([Cl:23])[CH:17]=1, predict the reactants needed to synthesize it. The reactants are: [NH2:1][C:2]1[CH:3]=[C:4]2[C:9](=[C:10]([Cl:12])[CH:11]=1)[N:8]=[CH:7][C:6]([C:13]#[N:14])=[C:5]2[NH:15][C:16]1[CH:21]=[CH:20][C:19]([F:22])=[C:18]([Cl:23])[CH:17]=1.[CH3:24][N:25]1[C:29]([CH3:30])=[C:28]([CH:31]=O)[N:27]=[CH:26]1.[BH3-]C#N.[Na+]. (5) Given the product [F:1][C:2]1[CH:7]=[C:6]([I:8])[CH:5]=[CH:4][C:3]=1[N:9]1[C:10]2[N:11]([CH3:20])[C:12](=[O:19])[CH:13]=[CH:14][C:15]=2[NH:40][C:43]1=[O:28], predict the reactants needed to synthesize it. The reactants are: [F:1][C:2]1[CH:7]=[C:6]([I:8])[CH:5]=[CH:4][C:3]=1[NH:9][C:10]1[N:11]([CH3:20])[C:12](=[O:19])[CH:13]=[CH:14][C:15]=1C(O)=O.C1(P(N=[N+]=[N-])(C2C=CC=CC=2)=[O:28])C=CC=CC=1.C([N:40]([CH2:43]C)CC)C. (6) Given the product [F:1][C:2]1[CH:3]=[CH:4][C:5]([N:8]2[C:12]([CH:13]([CH3:14])[CH3:15])=[C:11]([NH:16][CH:27]([N:19]3[CH:20]=[C:21]([C:23]([F:25])([F:26])[F:24])[N:22]=[C:18]3[CH3:17])[CH2:31][CH2:30][OH:29])[CH:10]=[N:9]2)=[CH:6][CH:7]=1, predict the reactants needed to synthesize it. The reactants are: [F:1][C:2]1[CH:7]=[CH:6][C:5]([N:8]2[C:12]([CH:13]([CH3:15])[CH3:14])=[C:11]([NH2:16])[CH:10]=[N:9]2)=[CH:4][CH:3]=1.[CH3:17][C:18]1[N:19]([CH:27]2[CH2:31][CH2:30][O:29]C2=O)[CH:20]=[C:21]([C:23]([F:26])([F:25])[F:24])[N:22]=1.C[Al](C)C.